From a dataset of Reaction yield outcomes from USPTO patents with 853,638 reactions. Predict the reaction yield, written as a fraction of the theoretical maximum amount of product (1.0 means a 100% yield; for example, 0.34 means a 34% yield). (1) The reactants are Br[C:2]1[CH:3]=[C:4]2[C:8](=[N:9][CH:10]=1)[NH:7][CH:6]=[CH:5]2.[CH:11]1([C:15]2[CH:20]=[CH:19][C:18](B(O)O)=[C:17]([F:24])[C:16]=2[O:25][CH3:26])[CH2:14][CH2:13][CH2:12]1.C(Cl)Cl.C([O-])([O-])=O.[K+].[K+]. The catalyst is C1C=CC(P(C2C=CC=CC=2)[C-]2C=CC=C2)=CC=1.C1C=CC(P(C2C=CC=CC=2)[C-]2C=CC=C2)=CC=1.Cl[Pd]Cl.[Fe+2]. The product is [CH:11]1([C:15]2[CH:20]=[CH:19][C:18]([C:2]3[CH:3]=[C:4]4[CH:5]=[CH:6][NH:7][C:8]4=[N:9][CH:10]=3)=[C:17]([F:24])[C:16]=2[O:25][CH3:26])[CH2:12][CH2:13][CH2:14]1. The yield is 0.760. (2) The product is [Br:20][C:21]([Br:25])=[CH:22][CH2:23][C:9]([CH2:8][C:7]1[CH:6]=[CH:5][C:4]([O:3][C:2]([F:16])([F:17])[F:1])=[CH:15][CH:14]=1)([C:12]#[N:13])[C:10]#[N:11]. The yield is 0.440. The catalyst is CN(C)C=O. The reactants are [F:1][C:2]([F:17])([F:16])[O:3][C:4]1[CH:15]=[CH:14][C:7]([CH2:8][CH:9]([C:12]#[N:13])[C:10]#[N:11])=[CH:6][CH:5]=1.[H-].[Na+].[Br:20][C:21]([Br:25])=[CH:22][CH2:23]Br.